Predict which catalyst facilitates the given reaction. From a dataset of Catalyst prediction with 721,799 reactions and 888 catalyst types from USPTO. (1) Reactant: O=[C:2]1[C:9]2[CH:8]=[C:7]([C:10]([O:12][CH3:13])=[O:11])[NH:6][C:5]=2[CH2:4][CH2:3]1.[C:14]1([C:23]2[CH:28]=[CH:27][CH:26]=[CH:25][CH:24]=2)[CH:19]=[CH:18][C:17]([CH2:20][Mg]Br)=[CH:16][CH:15]=1. Product: [C:14]1([C:23]2[CH:24]=[CH:25][CH:26]=[CH:27][CH:28]=2)[CH:15]=[CH:16][C:17]([CH2:20][CH:2]2[C:9]3[CH:8]=[C:7]([C:10]([O:12][CH3:13])=[O:11])[NH:6][C:5]=3[CH2:4][CH2:3]2)=[CH:18][CH:19]=1. The catalyst class is: 45. (2) Reactant: [H-].[Al+3].[Li+].[H-].[H-].[H-].[CH2:7]([O:14][C:15]1[C:20]2[NH:21][C:22](=O)[CH2:23][O:24][C:19]=2[CH:18]=[CH:17][CH:16]=1)[C:8]1[CH:13]=[CH:12][CH:11]=[CH:10][CH:9]=1.O.[OH-].[Na+]. Product: [CH2:7]([O:14][C:15]1[C:20]2[NH:21][CH2:22][CH2:23][O:24][C:19]=2[CH:18]=[CH:17][CH:16]=1)[C:8]1[CH:9]=[CH:10][CH:11]=[CH:12][CH:13]=1. The catalyst class is: 7. (3) Reactant: [NH2:1][C:2]1[CH:7]=[CH:6][C:5]([C@@H:8]2[CH2:10][C@H:9]2[N:11]([CH2:19][CH:20]2[CH2:22][CH2:21]2)[C:12](=[O:18])[O:13][C:14]([CH3:17])([CH3:16])[CH3:15])=[CH:4][CH:3]=1.[C:23]([NH:31][C:32]1[CH:40]=[CH:39][C:35]([C:36](O)=[O:37])=[CH:34][CH:33]=1)(=[O:30])[C:24]1[CH:29]=[CH:28][CH:27]=[CH:26][CH:25]=1.ON1C2C=CC=CC=2N=N1.Cl.C(N=C=NCCCN(C)C)C.Cl. Product: [C:23]([NH:31][C:32]1[CH:33]=[CH:34][C:35]([C:36]([NH:1][C:2]2[CH:7]=[CH:6][C:5]([C@@H:8]3[CH2:10][C@H:9]3[N:11]([CH2:19][CH:20]3[CH2:22][CH2:21]3)[C:12](=[O:18])[O:13][C:14]([CH3:17])([CH3:16])[CH3:15])=[CH:4][CH:3]=2)=[O:37])=[CH:39][CH:40]=1)(=[O:30])[C:24]1[CH:25]=[CH:26][CH:27]=[CH:28][CH:29]=1. The catalyst class is: 3.